Binary Classification. Given a T-cell receptor sequence (or CDR3 region) and an epitope sequence, predict whether binding occurs between them. From a dataset of TCR-epitope binding with 47,182 pairs between 192 epitopes and 23,139 TCRs. (1) The epitope is VLAWLYAAV. Result: 0 (the TCR does not bind to the epitope). The TCR CDR3 sequence is CASSSSTSGNTGELFF. (2) The epitope is NLVPMVATV. The TCR CDR3 sequence is CASSLAGGSDTQYF. Result: 1 (the TCR binds to the epitope). (3) The epitope is KLSYGIATV. The TCR CDR3 sequence is CASSPGLSSYNEQFF. Result: 1 (the TCR binds to the epitope). (4) The epitope is RILGAGCFV. The TCR CDR3 sequence is CASRSGTSSLDTQYF. Result: 0 (the TCR does not bind to the epitope). (5) The epitope is IVDTVSALV. The TCR CDR3 sequence is CASRTGQGAYEQYF. Result: 0 (the TCR does not bind to the epitope). (6) The epitope is GLNKIVRMY. The TCR CDR3 sequence is CSVVGNYGYTF. Result: 0 (the TCR does not bind to the epitope).